From a dataset of Reaction yield outcomes from USPTO patents with 853,638 reactions. Predict the reaction yield, written as a fraction of the theoretical maximum amount of product (1.0 means a 100% yield; for example, 0.34 means a 34% yield). (1) The reactants are [C:1]([BH3-])#[N:2].[Na+].N[CH:6]1[CH2:11][CH2:10][N:9]([CH2:12][C:13]2[CH:14]=[CH:15][N:16]3[C:21]=2[C:20]([NH:22][C:23]2[CH:24]=[C:25]4[C:29](=[CH:30][CH:31]=2)[N:28]([CH2:32][C:33]2[CH:38]=[CH:37][CH:36]=[C:35]([F:39])[CH:34]=2)[N:27]=[CH:26]4)=[N:19][CH:18]=[N:17]3)[CH2:8][CH2:7]1.[C:40](O)(=O)C.C=O. The catalyst is C(Cl)Cl. The product is [CH3:40][N:2]([CH3:1])[CH:6]1[CH2:11][CH2:10][N:9]([CH2:12][C:13]2[CH:14]=[CH:15][N:16]3[C:21]=2[C:20]([NH:22][C:23]2[CH:24]=[C:25]4[C:29](=[CH:30][CH:31]=2)[N:28]([CH2:32][C:33]2[CH:38]=[CH:37][CH:36]=[C:35]([F:39])[CH:34]=2)[N:27]=[CH:26]4)=[N:19][CH:18]=[N:17]3)[CH2:8][CH2:7]1. The yield is 0.0800. (2) The reactants are Br[C:2]1[CH2:6][CH2:5][C:4](=[O:7])[C:3]=1[CH3:8].[N:9]1[CH:14]=[CH:13][CH:12]=[C:11](B(O)O)[CH:10]=1. No catalyst specified. The product is [CH3:8][C:3]1[C:4](=[O:7])[CH2:5][CH2:6][C:2]=1[C:11]1[CH:10]=[N:9][CH:14]=[CH:13][CH:12]=1. The yield is 0.310. (3) The reactants are [CH:1]1([CH2:4][NH:5][N:6]2[C:15]3[C:10](=[CH:11][CH:12]=[CH:13][CH:14]=3)[C:9]([OH:16])=[C:8]([C:17]3[NH:22][C:21]4[S:23][CH:24]=[C:25]([CH2:26]OCOC)[C:20]=4[S:19](=[O:32])(=[O:31])[N:18]=3)[C:7]2=[O:33])[CH2:3][CH2:2]1.Cl.N12CCCN=C1CCCCC2.C1(P([N:60]=[N+:61]=[N-:62])(C2C=CC=CC=2)=O)C=CC=CC=1. The yield is 0.790. The catalyst is O1CCOCC1. The product is [N:60]([CH2:26][C:25]1[C:20]2[S:19](=[O:31])(=[O:32])[N:18]=[C:17]([C:8]3[C:7](=[O:33])[N:6]([NH:5][CH2:4][CH:1]4[CH2:3][CH2:2]4)[C:15]4[C:10]([C:9]=3[OH:16])=[CH:11][CH:12]=[CH:13][CH:14]=4)[NH:22][C:21]=2[S:23][CH:24]=1)=[N+:61]=[N-:62]. (4) The reactants are [CH3:1][S:2]([C:5]1[CH:10]=[CH:9][C:8]([C:11]2[N:16]=[C:15]([C:17]([F:20])([F:19])[F:18])[N:14]=[C:13]([OH:21])[C:12]=2[C:22]2[CH:27]=[CH:26][CH:25]=[CH:24][CH:23]=2)=[CH:7][CH:6]=1)(=[O:4])=[O:3].[C:28]1([S:38](Cl)(=[O:40])=[O:39])[C:37]2[C:32](=[CH:33][CH:34]=[CH:35][CH:36]=2)[CH:31]=[CH:30][CH:29]=1.N1C=CC=CC=1. The catalyst is ClCCl. The product is [C:28]1([S:38]([O:21][C:13]2[C:12]([C:22]3[CH:27]=[CH:26][CH:25]=[CH:24][CH:23]=3)=[C:11]([C:8]3[CH:7]=[CH:6][C:5]([S:2]([CH3:1])(=[O:4])=[O:3])=[CH:10][CH:9]=3)[N:16]=[C:15]([C:17]([F:20])([F:19])[F:18])[N:14]=2)(=[O:40])=[O:39])[C:37]2[C:32](=[CH:33][CH:34]=[CH:35][CH:36]=2)[CH:31]=[CH:30][CH:29]=1. The yield is 0.670. (5) The reactants are C(=O)([O-])[O-].[K+].[K+].[N:7]1[CH:12]=[CH:11][CH:10]=[C:9]([NH:13][C:14]([N:16]2[CH2:19][CH:18]([O:20][C:21]3[CH:26]=[CH:25][C:24]([C:27]4[CH:32]=[CH:31][CH:30]=[C:29]([OH:33])[CH:28]=4)=[CH:23][N:22]=3)[CH2:17]2)=[O:15])[CH:8]=1.[CH3:34][O:35][CH2:36][CH2:37]Br. The catalyst is CN(C=O)C. The product is [N:7]1[CH:12]=[CH:11][CH:10]=[C:9]([NH:13][C:14]([N:16]2[CH2:19][CH:18]([O:20][C:21]3[CH:26]=[CH:25][C:24]([C:27]4[CH:32]=[CH:31][CH:30]=[C:29]([O:33][CH2:37][CH2:36][O:35][CH3:34])[CH:28]=4)=[CH:23][N:22]=3)[CH2:17]2)=[O:15])[CH:8]=1. The yield is 0.290. (6) The reactants are [F:1][C:2]1[N:7]=[C:6]([NH2:8])[CH:5]=[CH:4][CH:3]=1.[Cl:9][CH:10]([Cl:15])[C:11]([CH2:13]Cl)=O. The catalyst is COCCOC. The product is [Cl:9][CH:10]([Cl:15])[C:11]1[N:8]=[C:6]2[CH:5]=[CH:4][CH:3]=[C:2]([F:1])[N:7]2[CH:13]=1. The yield is 0.650. (7) The reactants are [C:1](N1C=CN=C1)(N1C=CN=C1)=[O:2].[CH2:13]([O:20][NH:21][CH2:22][CH2:23][CH2:24][CH2:25][CH2:26][CH2:27][N:28]1[C:34](=[O:35])[C:33]2[CH:36]=[CH:37][CH:38]=[CH:39][C:32]=2[O:31][C:30]2[CH:40]=[CH:41][CH:42]=[CH:43][C:29]1=2)[C:14]1[CH:19]=[CH:18][CH:17]=[CH:16][CH:15]=1.C(O)=O. The catalyst is C1COCC1.C(OCC)(=O)C. The product is [CH2:13]([O:20][N:21]([CH2:22][CH2:23][CH2:24][CH2:25][CH2:26][CH2:27][N:28]1[C:34](=[O:35])[C:33]2[CH2:36][CH2:37][CH:38]=[CH:39][C:32]=2[O:31][C:30]2[CH:40]=[CH:41][CH:42]=[CH:43][C:29]1=2)[CH:1]=[O:2])[C:14]1[CH:19]=[CH:18][CH:17]=[CH:16][CH:15]=1. The yield is 0.500. (8) The reactants are [CH3:1][C:2]1[CH:3]=[C:4]([NH:17][C:18]2[N:23]=[C:22]([C:24]([F:27])([F:26])[F:25])[CH:21]=[CH:20][N:19]=2)[CH:5]=[C:6](B2OC(C)(C)C(C)(C)O2)[CH:7]=1.Br[C:29]1[S:33][C:32]([C:34]2([C:44]#[N:45])[CH2:43][CH2:42][C:37]3([O:41][CH2:40][CH2:39][O:38]3)[CH2:36][CH2:35]2)=[N:31][CH:30]=1.C(=O)([O-])[O-].[Cs+].[Cs+].CC(C1C=C(C(C)C)C(C2C=CC=CC=2P(C2CCCCC2)C2CCCCC2)=C(C(C)C)C=1)C. The catalyst is C1C=CC(/C=C/C(/C=C/C2C=CC=CC=2)=O)=CC=1.C1C=CC(/C=C/C(/C=C/C2C=CC=CC=2)=O)=CC=1.C1C=CC(/C=C/C(/C=C/C2C=CC=CC=2)=O)=CC=1.[Pd].[Pd]. The product is [CH3:1][C:2]1[CH:7]=[C:6]([C:29]2[S:33][C:32]([C:34]3([C:44]#[N:45])[CH2:43][CH2:42][C:37]4([O:41][CH2:40][CH2:39][O:38]4)[CH2:36][CH2:35]3)=[N:31][CH:30]=2)[CH:5]=[C:4]([NH:17][C:18]2[N:23]=[C:22]([C:24]([F:27])([F:25])[F:26])[CH:21]=[CH:20][N:19]=2)[CH:3]=1. The yield is 0.790. (9) The reactants are N#N.Br[C:4]1[C:13]2[C:8](=[CH:9][CH:10]=[C:11]([F:14])[CH:12]=2)[C:7](=[O:15])[N:6]([CH3:16])[CH:5]=1.[CH3:17][S:18]([NH:21][C:22]1[CH:23]=[C:24](B(O)O)[CH:25]=[CH:26][CH:27]=1)(=[O:20])=[O:19].[O-]P([O-])([O-])=O.[K+].[K+].[K+]. The catalyst is O1CCOCC1.C1C=CC(P(C2C=CC=CC=2)[C-]2C=CC=C2)=CC=1.C1C=CC(P(C2C=CC=CC=2)[C-]2C=CC=C2)=CC=1.Cl[Pd]Cl.[Fe+2]. The product is [F:14][C:11]1[CH:12]=[C:13]2[C:8](=[CH:9][CH:10]=1)[C:7](=[O:15])[N:6]([CH3:16])[CH:5]=[C:4]2[C:26]1[CH:27]=[C:22]([NH:21][S:18]([CH3:17])(=[O:19])=[O:20])[CH:23]=[CH:24][CH:25]=1. The yield is 0.380. (10) The reactants are [Cl:1][C:2]1[CH:10]=[C:9]2[C:5]([C:6]([C:12]3[N:17]=[C:16]4[C:18]([C:29]([NH:31][CH:32]([CH2:35][OH:36])[CH2:33][OH:34])=[O:30])=[CH:19][N:20](COCC[Si](C)(C)C)[C:15]4=[N:14][CH:13]=3)=[N:7][N:8]2[CH3:11])=[CH:4][CH:3]=1.C(O)(C(F)(F)F)=O.C(N)CN. The catalyst is ClCCl. The product is [Cl:1][C:2]1[CH:10]=[C:9]2[C:5]([C:6]([C:12]3[N:17]=[C:16]4[C:18]([C:29]([NH:31][CH:32]([CH2:33][OH:34])[CH2:35][OH:36])=[O:30])=[CH:19][NH:20][C:15]4=[N:14][CH:13]=3)=[N:7][N:8]2[CH3:11])=[CH:4][CH:3]=1. The yield is 0.340.